Dataset: Peptide-MHC class II binding affinity with 134,281 pairs from IEDB. Task: Regression. Given a peptide amino acid sequence and an MHC pseudo amino acid sequence, predict their binding affinity value. This is MHC class II binding data. (1) The peptide sequence is DPWTIYAIGGSSNPT. The MHC is HLA-DQA10401-DQB10402 with pseudo-sequence HLA-DQA10401-DQB10402. The binding affinity (normalized) is 0.176. (2) The peptide sequence is LISWGHYPLHLRYYR. The MHC is DRB1_1602 with pseudo-sequence DRB1_1602. The binding affinity (normalized) is 0.325. (3) The peptide sequence is QPEQPQQSFPEQEKP. The MHC is HLA-DQA10501-DQB10201 with pseudo-sequence HLA-DQA10501-DQB10201. The binding affinity (normalized) is 0.362.